Dataset: Full USPTO retrosynthesis dataset with 1.9M reactions from patents (1976-2016). Task: Predict the reactants needed to synthesize the given product. (1) Given the product [NH2:1][CH2:4][C@@H:5]1[C@H:9]([F:10])[CH2:8][N:7]([CH2:11][C:12]2[CH:17]=[CH:16][CH:15]=[CH:14][CH:13]=2)[CH2:6]1, predict the reactants needed to synthesize it. The reactants are: [N:1]([CH2:4][C@@H:5]1[C@H:9]([F:10])[CH2:8][N:7]([CH2:11][C:12]2[CH:17]=[CH:16][CH:15]=[CH:14][CH:13]=2)[CH2:6]1)=[N+]=[N-].[H][H]. (2) The reactants are: [CH3:1][O:2][C:3]1[CH:8]=[CH:7][C:6]([C:9]2[C:10]3[NH:17][CH:16]=[C:15]([C:18]([OH:20])=O)[C:11]=3[N:12]=[CH:13][N:14]=2)=[C:5]([O:21][CH2:22][CH2:23][O:24][CH3:25])[CH:4]=1.[C:26]([O:30][C:31](=[O:40])[NH:32][C@H:33]1[CH2:38][CH2:37][C@H:36]([NH2:39])[CH2:35][CH2:34]1)([CH3:29])([CH3:28])[CH3:27]. Given the product [C:26]([O:30][C:31](=[O:40])[NH:32][C@H:33]1[CH2:34][CH2:35][C@H:36]([NH:39][C:18]([C:15]2[C:11]3[N:12]=[CH:13][N:14]=[C:9]([C:6]4[CH:7]=[CH:8][C:3]([O:2][CH3:1])=[CH:4][C:5]=4[O:21][CH2:22][CH2:23][O:24][CH3:25])[C:10]=3[NH:17][CH:16]=2)=[O:20])[CH2:37][CH2:38]1)([CH3:29])([CH3:27])[CH3:28], predict the reactants needed to synthesize it. (3) Given the product [OH:1][CH:2]([C:8]1[C:13]([C:14]([F:16])([F:17])[F:15])=[CH:12][CH:11]=[CH:10][C:9]=1[OH:18])[C:3]([O:5][CH2:6][CH3:7])=[O:4], predict the reactants needed to synthesize it. The reactants are: [OH:1][CH:2]([C:8]1[C:13]([C:14]([F:17])([F:16])[F:15])=[CH:12][CH:11]=[CH:10][C:9]=1[O:18]COC)[C:3]([O:5][CH2:6][CH3:7])=[O:4].Cl. (4) The reactants are: [CH2:1]([O:3][C:4]([C@@H:6]1[CH2:10][C:9](=[CH2:11])[CH2:8][C@H:7]1C(O)=O)=[O:5])C.CC[N:17]([CH2:20]C)CC.C1(P(N=[N+]=[N-])(C2C=CC=CC=2)=[O:29])C=CC=CC=1.[CH3:39][C:40]([OH:43])([CH3:42])[CH3:41]. Given the product [CH3:1][O:3][C:4]([CH:6]1[CH2:10][C:9](=[CH2:11])[CH2:8][CH:7]1[NH:17][C:20]([O:43][C:40]([CH3:42])([CH3:41])[CH3:39])=[O:29])=[O:5], predict the reactants needed to synthesize it. (5) Given the product [C:19]([O:23][C:24](=[O:25])[N:7]([CH2:6][C:5]1[CH:17]=[CH:18][C:2]([Cl:1])=[CH:3][CH:4]=1)[C:8]1[CH:9]=[CH:10][C:11]([CH:15]=[O:16])=[C:12]([F:14])[N:13]=1)([CH3:22])([CH3:21])[CH3:20], predict the reactants needed to synthesize it. The reactants are: [Cl:1][C:2]1[CH:18]=[CH:17][C:5]([CH2:6][NH:7][C:8]2[N:13]=[C:12]([F:14])[C:11]([CH:15]=[O:16])=[CH:10][CH:9]=2)=[CH:4][CH:3]=1.[C:19]([O:23][C:24](O[C:24]([O:23][C:19]([CH3:22])([CH3:21])[CH3:20])=[O:25])=[O:25])([CH3:22])([CH3:21])[CH3:20]. (6) Given the product [Cl:27][C:28]1[CH:33]=[C:32]([C:2]2[CH:3]=[C:4]3[C:9](=[CH:10][CH:11]=2)[N:8]=[CH:7][C:6]([C:12](=[O:15])[CH2:13][CH3:14])=[C:5]3[NH:16][C:17]2[CH:22]=[CH:21][C:20]([CH2:23][N:24]([CH3:25])[CH3:26])=[CH:19][CH:18]=2)[CH:31]=[C:30]([F:43])[C:29]=1[OH:44], predict the reactants needed to synthesize it. The reactants are: Br[C:2]1[CH:3]=[C:4]2[C:9](=[CH:10][CH:11]=1)[N:8]=[CH:7][C:6]([C:12](=[O:15])[CH2:13][CH3:14])=[C:5]2[NH:16][C:17]1[CH:22]=[CH:21][C:20]([CH2:23][N:24]([CH3:26])[CH3:25])=[CH:19][CH:18]=1.[Cl:27][C:28]1[CH:33]=[C:32](B2OC(C)(C)C(C)(C)O2)[CH:31]=[C:30]([F:43])[C:29]=1[OH:44]. (7) Given the product [Br:1][C:2]1[CH:7]=[CH:6][C:5]([N:8]2[C:12](=[O:13])[N:11]([CH2:20][CH2:19][O:18][CH3:17])[N:10]=[CH:9]2)=[C:4]([F:14])[CH:3]=1, predict the reactants needed to synthesize it. The reactants are: [Br:1][C:2]1[CH:7]=[CH:6][C:5]([N:8]2[C:12](=[O:13])[NH:11][N:10]=[CH:9]2)=[C:4]([F:14])[CH:3]=1.[OH-].[K+].[CH3:17][O:18][CH2:19][CH2:20]Br.